This data is from Reaction yield outcomes from USPTO patents with 853,638 reactions. The task is: Predict the reaction yield, written as a fraction of the theoretical maximum amount of product (1.0 means a 100% yield; for example, 0.34 means a 34% yield). (1) The reactants are Br[C:2]1[C:7]([C:8]([F:11])([F:10])[F:9])=[CH:6][C:5]([NH:12][C:13]2[N:17]=[C:16]([NH2:18])[NH:15][N:14]=2)=[CH:4][C:3]=1[Cl:19].CN1C(C)(C)CC(SC2C=CC(B3OC(C)(C)C(C)(C)O3)=CC=2)CC1(C)C.ClC1C=C(B2OC(C)(C)C(C)(C)O2)C=C(C(F)(F)F)C=1[C:67]1[CH:72]=[CH:71][C:70]([O:73][CH3:74])=[C:69]([S:75]([NH:78][C:79]2([CH3:90])[CH2:82][N:81]([C:83]([O:85][C:86]([CH3:89])([CH3:88])[CH3:87])=[O:84])[CH2:80]2)(=[O:77])=[O:76])[CH:68]=1.C([O-])([O-])=O.[K+].[K+]. The catalyst is O1CCOCC1.COCCOC.C1C=CC([P]([Pd]([P](C2C=CC=CC=2)(C2C=CC=CC=2)C2C=CC=CC=2)([P](C2C=CC=CC=2)(C2C=CC=CC=2)C2C=CC=CC=2)[P](C2C=CC=CC=2)(C2C=CC=CC=2)C2C=CC=CC=2)(C2C=CC=CC=2)C2C=CC=CC=2)=CC=1. The product is [NH2:18][C:16]1[NH:15][N:14]=[C:13]([NH:12][C:5]2[CH:6]=[C:7]([C:8]([F:11])([F:10])[F:9])[C:2]([C:67]3[CH:72]=[CH:71][C:70]([O:73][CH3:74])=[C:69]([S:75]([NH:78][C:79]4([CH3:90])[CH2:80][N:81]([C:83]([O:85][C:86]([CH3:89])([CH3:88])[CH3:87])=[O:84])[CH2:82]4)(=[O:77])=[O:76])[CH:68]=3)=[C:3]([Cl:19])[CH:4]=2)[N:17]=1. The yield is 0.270. (2) The reactants are [CH3:1][O:2][C:3]1[CH:4]=[C:5]([CH:14]=[CH:15][C:16]=1[O:17][CH3:18])[C:6]([CH2:8][C:9](OCC)=[O:10])=O.[CH3:19][NH:20][NH2:21]. The catalyst is C(O)C. The product is [CH3:1][O:2][C:3]1[CH:4]=[C:5]([C:6]2[CH2:8][C:9](=[O:10])[N:20]([CH3:19])[N:21]=2)[CH:14]=[CH:15][C:16]=1[O:17][CH3:18]. The yield is 0.440. (3) The reactants are Cl[C:2]1[C:3]([C:12]([O:14]CC)=[O:13])=[N:4][C:5]2[C:10]([N:11]=1)=[CH:9][CH:8]=[CH:7][CH:6]=2.[F:17][C:18]1[CH:23]=[CH:22][C:21]([OH:24])=[C:20]([O:25][CH3:26])[CH:19]=1.C([O-])([O-])=O.[Cs+].[Cs+].Cl. The catalyst is CN1C(=O)CCC1.O. The product is [F:17][C:18]1[CH:23]=[CH:22][C:21]([O:24][C:2]2[C:3]([C:12]([OH:14])=[O:13])=[N:4][C:5]3[C:10]([N:11]=2)=[CH:9][CH:8]=[CH:7][CH:6]=3)=[C:20]([O:25][CH3:26])[CH:19]=1. The yield is 0.900. (4) The reactants are [Br:1][C:2]1[CH:11]=[C:10]2[C:5]([CH:6]=[CH:7][N:8]=[C:9]2[NH2:12])=[CH:4][CH:3]=1.[N:13]1[CH:18]=[CH:17][C:16]([C:19](=O)[CH2:20][C:21]([O:23]CC)=[O:22])=[CH:15][CH:14]=1.C([O-])(=[O:29])C.[NH4+].C1C=CC(C2C=CC=CC=2)=CC=1.C1C=CC(OC2C=CC=CC=2)=CC=1.Cl.C(O)(C)C.[OH2:62]. No catalyst specified. The product is [C:21]([OH:23])(=[O:22])[C:20]([OH:29])=[O:62].[Br:1][C:2]1[CH:11]=[C:10]2[C:5]([CH:6]=[CH:7][N:8]3[C:21](=[O:22])[CH:20]=[C:19]([C:16]4[CH:17]=[CH:18][N:13]=[CH:14][CH:15]=4)[N:12]=[C:9]32)=[CH:4][CH:3]=1. The yield is 0.300. (5) The reactants are [CH2:1]([N:8]1[CH2:14][C:13]2[N:15]=[CH:16][C:17](Cl)=[N:18][C:12]=2[O:11][CH2:10][CH2:9]1)[C:2]1[CH:7]=[CH:6][CH:5]=[CH:4][CH:3]=1.[NH:20]1[CH2:25][CH2:24][O:23][CH2:22][CH2:21]1.CC(C1C=C(C(C)C)C(C2C=CC=CC=2P(C2CCCCC2)C2CCCCC2)=C(C(C)C)C=1)C.CC(C)([O-])C.[Na+]. The catalyst is C1(C)C=CC=CC=1.C1C=CC(/C=C/C(/C=C/C2C=CC=CC=2)=O)=CC=1.C1C=CC(/C=C/C(/C=C/C2C=CC=CC=2)=O)=CC=1.C1C=CC(/C=C/C(/C=C/C2C=CC=CC=2)=O)=CC=1.[Pd].[Pd].O. The product is [CH2:1]([N:8]1[CH2:14][C:13]2[N:15]=[CH:16][C:17]([N:20]3[CH2:25][CH2:24][O:23][CH2:22][CH2:21]3)=[N:18][C:12]=2[O:11][CH2:10][CH2:9]1)[C:2]1[CH:7]=[CH:6][CH:5]=[CH:4][CH:3]=1. The yield is 0.680.